Dataset: CYP1A2 inhibition data for predicting drug metabolism from PubChem BioAssay. Task: Regression/Classification. Given a drug SMILES string, predict its absorption, distribution, metabolism, or excretion properties. Task type varies by dataset: regression for continuous measurements (e.g., permeability, clearance, half-life) or binary classification for categorical outcomes (e.g., BBB penetration, CYP inhibition). Dataset: cyp1a2_veith. (1) The molecule is CN1[C@H]2CC[C@@H]1CC(OC(=O)c1c[nH]c3ccccc13)C2. The result is 0 (non-inhibitor). (2) The molecule is CCN1C(=O)[C@@H]2[C@@H](CC[C@@H]3C(=O)C=C[C@@H](O)[C@H]32)C1=O. The result is 0 (non-inhibitor). (3) The molecule is Cc1ccc2ncc([N+](=O)[O-])n2c1. The result is 1 (inhibitor). (4) The molecule is CCc1sc(N(C(=O)Cc2ccccc2)c2cccc(F)c2)nc1-c1ccc(C)cc1. The result is 0 (non-inhibitor). (5) The compound is O=C(O)Cc1cc2ccccc2nc1C(=O)O. The result is 0 (non-inhibitor).